This data is from Full USPTO retrosynthesis dataset with 1.9M reactions from patents (1976-2016). The task is: Predict the reactants needed to synthesize the given product. (1) Given the product [F:50][C:51]([F:56])([F:55])[C:52]([OH:54])=[O:53].[OH:61][C:60]1[CH:3]=[C:4]2[C:5](=[CH:47][C:46]=1[OH:48])[CH2:6][N:7]([CH2:51][C:25]1[CH:24]=[CH:23][C:22]([C:16]3[C:15]([C:30]4[CH:35]=[CH:34][CH:33]=[CH:32][CH:31]=4)=[CH:14][C:13]4[C:12](=[O:11])[NH:21][CH:20]=[CH:19][C:18]=4[N:17]=3)=[CH:29][CH:28]=1)[CH2:8][CH2:9]2, predict the reactants needed to synthesize it. The reactants are: O1[C:5]2[CH2:6][NH:7][CH2:8][CH2:9][C:4]=2[C:3](O)=N1.[O:11]=[C:12]1[NH:21][CH:20]=[CH:19][C:18]2[N:17]=[C:16]([C:22]3[CH:29]=[CH:28][C:25](C=O)=[CH:24][CH:23]=3)[C:15]([C:30]3[CH:35]=[CH:34][CH:33]=[CH:32][CH:31]=3)=[CH:14][C:13]1=2.C(O[BH-](O[C:46](=[O:48])[CH3:47])OC(=O)C)(=O)C.[Na+].[F:50][C:51]([F:56])([F:55])[C:52]([OH:54])=[O:53].CN([CH:60]=[O:61])C. (2) Given the product [CH3:9][N:6]1[C:5]2[CH:10]=[CH:11][C:2]([B:20]3[O:21][C:22]([CH3:24])([CH3:23])[C:18]([CH3:34])([CH3:17])[O:19]3)=[CH:3][C:4]=2[N:8]=[N:7]1, predict the reactants needed to synthesize it. The reactants are: Br[C:2]1[CH:11]=[CH:10][C:5]2[N:6]([CH3:9])[N:7]=[N:8][C:4]=2[CH:3]=1.C(O[K])(C)=O.[CH3:17][C:18]1([CH3:34])[C:22]([CH3:24])([CH3:23])[O:21][B:20]([B:20]2[O:21][C:22]([CH3:24])([CH3:23])[C:18]([CH3:34])([CH3:17])[O:19]2)[O:19]1. (3) Given the product [NH2:32][C:28]1([C:25]2[CH:24]=[CH:23][C:22]([C:14]3[O:13][C:5]4[N:6]=[C:7]([NH2:41])[N:8]=[C:3]([O:2][CH3:1])[C:4]=4[C:15]=3[C:16]3[CH:21]=[CH:20][CH:19]=[CH:18][CH:17]=3)=[CH:27][CH:26]=2)[CH2:31][CH2:30][CH2:29]1, predict the reactants needed to synthesize it. The reactants are: [CH3:1][O:2][C:3]1[C:4]2[C:15]([C:16]3[CH:21]=[CH:20][CH:19]=[CH:18][CH:17]=3)=[C:14]([C:22]3[CH:27]=[CH:26][C:25]([C:28]4([NH:32]C(=O)OC(C)(C)C)[CH2:31][CH2:30][CH2:29]4)=[CH:24][CH:23]=3)[O:13][C:5]=2[N:6]=[C:7](S(C)(=O)=O)[N:8]=1.[OH-].[NH4+:41]. (4) Given the product [CH3:1][O:2][C:3]1[CH:28]=[CH:27][C:6]([CH2:7][N:8]2[C:12]3=[N:13][CH:14]=[CH:15][C:16]([O:17][C:18]4[CH:23]=[CH:22][C:21]([NH2:24])=[CH:20][C:19]=4[F:25])=[C:11]3[C:10]([NH:29][CH:30]3[CH2:35][CH2:34][CH2:33][CH:32]([OH:36])[CH2:31]3)=[N:9]2)=[CH:5][CH:4]=1, predict the reactants needed to synthesize it. The reactants are: [CH3:1][O:2][C:3]1[CH:28]=[CH:27][C:6]([CH2:7][N:8]2[C:12]3=[N:13][CH:14]=[CH:15][C:16]([O:17][C:18]4[CH:23]=[CH:22][C:21]([NH2:24])=[CH:20][C:19]=4[F:25])=[C:11]3[C:10](I)=[N:9]2)=[CH:5][CH:4]=1.[NH2:29][CH:30]1[CH2:35][CH2:34][CH2:33][CH:32]([OH:36])[CH2:31]1.C([O-])([O-])=O.[K+].[K+].N1CCC[C@H]1C(O)=O. (5) Given the product [N:49]1[CH:50]=[CH:51][C:46]([NH:45][C:6](=[O:7])[N:8]([CH3:12])[CH2:9][CH2:10][CH2:30][O:29][C:17]2[CH:18]=[CH:19][C:20]3[C:21]([C:25]([F:27])([F:28])[F:26])=[N:22][O:23][C:24]=3[C:16]=2[CH2:13][CH2:14][CH3:15])=[N:47][CH:48]=1, predict the reactants needed to synthesize it. The reactants are: C1N=CN([C:6]([N:8]2[CH:12]=N[CH:10]=[CH:9]2)=[O:7])C=1.[CH2:13]([C:16]1[C:24]2[O:23][N:22]=[C:21]([C:25]([F:28])([F:27])[F:26])[C:20]=2[CH:19]=[CH:18][C:17]=1[O:29][CH2:30]CCNC)[CH2:14][CH3:15].[Li+].C[Si]([N-][Si](C)(C)C)(C)C.[NH2:45][C:46]1[CH:51]=[CH:50][N:49]=[CH:48][N:47]=1.[NH4+].[Cl-].